This data is from Reaction yield outcomes from USPTO patents with 853,638 reactions. The task is: Predict the reaction yield, written as a fraction of the theoretical maximum amount of product (1.0 means a 100% yield; for example, 0.34 means a 34% yield). (1) The reactants are [Cl-].[Ca+2].[Cl-].[BH4-].[Na+].C(O)C.[C:9]([C:11]1[CH:16]=[CH:15][CH:14]=[CH:13][C:12]=1[C:17]1[CH:22]=[CH:21][C:20]([CH2:23][C:24]2[C:25](=[O:48])[N:26]([CH:36]3[CH2:41][CH2:40][C:39](=[CH:42][C:43](OCC)=[O:44])[CH2:38][CH2:37]3)[C:27]3[N:28]([N:33]=[CH:34][N:35]=3)[C:29]=2[CH2:30][CH2:31][CH3:32])=[CH:19][CH:18]=1)#[N:10]. The catalyst is O1CCCC1. The product is [OH:44][CH2:43][CH:42]=[C:39]1[CH2:40][CH2:41][CH:36]([N:26]2[C:25](=[O:48])[C:24]([CH2:23][C:20]3[CH:21]=[CH:22][C:17]([C:12]4[C:11]([C:9]#[N:10])=[CH:16][CH:15]=[CH:14][CH:13]=4)=[CH:18][CH:19]=3)=[C:29]([CH2:30][CH2:31][CH3:32])[N:28]3[N:33]=[CH:34][N:35]=[C:27]23)[CH2:37][CH2:38]1. The yield is 0.490. (2) The reactants are [CH:1]1[C:13]2[CH:12]([CH2:14][O:15][C:16]([NH:18][C@@H:19]([C@@H:23]([CH3:26])[CH2:24][CH3:25])[C:20](O)=[O:21])=[O:17])[C:11]3[C:6](=[CH:7][CH:8]=[CH:9][CH:10]=3)[C:5]=2[CH:4]=[CH:3][CH:2]=1.N1C=CC=CC=1.CCN(S(F)(F)[F:39])CC. The catalyst is C(Cl)Cl. The product is [F:39][C:20](=[O:21])[C@@H:19]([NH:18][C:16](=[O:17])[O:15][CH2:14][CH:12]1[C:11]2[CH:10]=[CH:9][CH:8]=[CH:7][C:6]=2[C:5]2[C:13]1=[CH:1][CH:2]=[CH:3][CH:4]=2)[C@@H:23]([CH3:26])[CH2:24][CH3:25]. The yield is 0.940.